Task: Predict the reactants needed to synthesize the given product.. Dataset: Full USPTO retrosynthesis dataset with 1.9M reactions from patents (1976-2016) (1) The reactants are: [Br:1][C:2]1[CH:3]=[C:4]([F:10])[C:5]([F:9])=[C:6]([OH:8])[CH:7]=1.[H-].[Na+].[CH3:13][O:14][C:15]1[CH:22]=[CH:21][C:18]([CH2:19]Br)=[CH:17][CH:16]=1. Given the product [Br:1][C:2]1[CH:7]=[C:6]([O:8][CH2:19][C:18]2[CH:21]=[CH:22][C:15]([O:14][CH3:13])=[CH:16][CH:17]=2)[C:5]([F:9])=[C:4]([F:10])[CH:3]=1, predict the reactants needed to synthesize it. (2) The reactants are: Br[C:2]1[CH:3]=[CH:4][C:5]2[CH2:12][CH:11]([CH3:13])[O:10][CH2:9][CH2:8][N:7]([C:14]3[CH:19]=[CH:18][CH:17]=[CH:16][CH:15]=3)[C:6]=2[CH:20]=1.C(=O)([O-])[O-].[Na+].[Na+].[C:27]1(B(O)O)[CH:32]=[CH:31][CH:30]=[CH:29][CH:28]=1.C(OCC)C. Given the product [CH3:13][CH:11]1[CH2:12][C:5]2[CH:4]=[CH:3][C:2]([C:27]3[CH:32]=[CH:31][CH:30]=[CH:29][CH:28]=3)=[CH:20][C:6]=2[N:7]([C:14]2[CH:19]=[CH:18][CH:17]=[CH:16][CH:15]=2)[CH2:8][CH2:9][O:10]1, predict the reactants needed to synthesize it. (3) Given the product [Cl:15][C:16]1[CH:21]=[C:20]([C:2]#[C:1][C:3]2[CH:8]=[CH:7][C:6]([CH2:9][CH2:10][C:11]([O:13][CH3:14])=[O:12])=[CH:5][CH:4]=2)[CH:19]=[CH:18][N:17]=1, predict the reactants needed to synthesize it. The reactants are: [C:1]([C:3]1[CH:8]=[CH:7][C:6]([CH2:9][CH2:10][C:11]([O:13][CH3:14])=[O:12])=[CH:5][CH:4]=1)#[CH:2].[Cl:15][C:16]1[CH:21]=[C:20](I)[CH:19]=[CH:18][N:17]=1. (4) Given the product [OH:36][C@@H:35]1[CH2:34][CH2:33][CH2:32][N:31]([C:37]([O:39][C:40]([CH3:43])([CH3:42])[CH3:41])=[O:38])[C:30]2[CH:44]=[C:45]([C:46]([F:49])([F:47])[F:48])[C:27]([CH3:26])=[CH:28][C:29]1=2, predict the reactants needed to synthesize it. The reactants are: CSC.B.B1(C)OC(C2C=CC=CC=2)(C2C=CC=CC=2)[C@H]2N1CCC2.[CH3:26][C:27]1[C:45]([C:46]([F:49])([F:48])[F:47])=[CH:44][C:30]2[N:31]([C:37]([O:39][C:40]([CH3:43])([CH3:42])[CH3:41])=[O:38])[CH2:32][CH2:33][CH2:34][C:35](=[O:36])[C:29]=2[CH:28]=1.CO. (5) Given the product [C:1]([OH:5])(=[O:4])[CH:2]=[CH2:3].[CH2:6]=[CH:7][CH3:8].[CH:1]([CH:2]=[CH2:3])=[O:4], predict the reactants needed to synthesize it. The reactants are: [C:1]([OH:5])(=[O:4])[CH:2]=[CH2:3].[CH3:6][CH2:7][CH3:8]. (6) Given the product [CH:35]1([C@H:27]([NH:26][C:24]([C:23]2[CH:22]=[CH:21][C:20]([C:41]3[CH:46]=[CH:45][CH:44]=[CH:43][CH:42]=3)=[CH:19][C:18]=2[NH:17][C:15]([NH:14][C:3]2[C:2]([Cl:1])=[CH:7][C:6]([O:8][C:9]([F:10])([F:12])[F:11])=[CH:5][C:4]=2[Cl:13])=[O:16])=[O:25])[C:28]([O:30][C:31]([CH3:33])([CH3:32])[CH3:34])=[O:29])[CH2:40][CH2:39][CH2:38][CH2:37][CH2:36]1, predict the reactants needed to synthesize it. The reactants are: [Cl:1][C:2]1[CH:7]=[C:6]([O:8][C:9]([F:12])([F:11])[F:10])[CH:5]=[C:4]([Cl:13])[C:3]=1[N:14]=[C:15]=[O:16].[NH2:17][C:18]1[CH:19]=[C:20]([C:41]2[CH:46]=[CH:45][CH:44]=[CH:43][CH:42]=2)[CH:21]=[CH:22][C:23]=1[C:24]([NH:26][C@@H:27]([CH:35]1[CH2:40][CH2:39][CH2:38][CH2:37][CH2:36]1)[C:28]([O:30][C:31]([CH3:34])([CH3:33])[CH3:32])=[O:29])=[O:25].CCCCCC.C(OCC)(=O)C.